This data is from Forward reaction prediction with 1.9M reactions from USPTO patents (1976-2016). The task is: Predict the product of the given reaction. (1) The product is: [C:20]([C:24]1[CH:25]=[C:26]([NH:45][S:46]([CH3:49])(=[O:47])=[O:48])[C:27]([O:43][CH3:44])=[C:28]([NH:30][C:31]([C:33]2[S:37][C:36]3[C:38]([NH:42][C:7](=[O:9])[C:5]4[CH:4]=[C:3]([C:10](=[O:12])[N:15]([CH3:16])[CH3:13])[CH:2]=[N:1][CH:6]=4)=[CH:39][CH:40]=[CH:41][C:35]=3[CH:34]=2)=[O:32])[CH:29]=1)([CH3:23])([CH3:21])[CH3:22]. Given the reactants [N:1]1[CH:6]=[C:5]([C:7]([OH:9])=O)[CH:4]=[C:3]([C:10]([OH:12])=O)[CH:2]=1.[CH2:13]([N:15](CC)[CH2:16]C)C.[C:20]([C:24]1[CH:25]=[C:26]([NH:45][S:46]([CH3:49])(=[O:48])=[O:47])[C:27]([O:43][CH3:44])=[C:28]([NH:30][C:31]([C:33]2[S:37][C:36]3[C:38]([NH2:42])=[CH:39][CH:40]=[CH:41][C:35]=3[CH:34]=2)=[O:32])[CH:29]=1)([CH3:23])([CH3:22])[CH3:21].CNC, predict the reaction product. (2) Given the reactants [Cl:1][C:2]1[CH:3]=[C:4]([CH:8]=[CH:9][CH:10]=1)[C:5](Cl)=[O:6].[CH2:11]([Mg]Br)[CH2:12][CH:13]=[CH2:14], predict the reaction product. The product is: [Cl:1][C:2]1[CH:3]=[C:4]([C:5](=[O:6])[CH2:14][CH2:13][CH:12]=[CH2:11])[CH:8]=[CH:9][CH:10]=1. (3) Given the reactants [CH3:1][C:2]1[CH:3]=[C:4]([OH:22])[CH:5]=[CH:6][C:7]=1[N:8]1[C:12]2[CH:13]=[CH:14][CH:15]=[C:16]([C:17]([F:20])([F:19])[F:18])[C:11]=2[N:10]=[C:9]1[CH3:21].Br[C:24]1[CH:29]=[CH:28][CH:27]=[C:26]([S:30]([CH3:33])(=[O:32])=[O:31])[CH:25]=1, predict the reaction product. The product is: [CH3:21][C:9]1[N:8]([C:7]2[CH:6]=[CH:5][C:4]([O:22][C:24]3[CH:29]=[CH:28][CH:27]=[C:26]([S:30]([CH3:33])(=[O:32])=[O:31])[CH:25]=3)=[CH:3][C:2]=2[CH3:1])[C:12]2[CH:13]=[CH:14][CH:15]=[C:16]([C:17]([F:20])([F:19])[F:18])[C:11]=2[N:10]=1. (4) Given the reactants [O:1]=[C:2]1[O:6][CH2:5][C@H:4]([NH:7][C:8](=[O:17])[O:9][CH2:10][C:11]2[CH:16]=[CH:15][CH:14]=[CH:13][CH:12]=2)[CH2:3]1.[CH3:18][NH:19][CH3:20], predict the reaction product. The product is: [CH3:18][N:19]([CH3:20])[C:2](=[O:1])[CH2:3][C@@H:4]([NH:7][C:8](=[O:17])[O:9][CH2:10][C:11]1[CH:16]=[CH:15][CH:14]=[CH:13][CH:12]=1)[CH2:5][OH:6]. (5) Given the reactants [CH2:1]([N:8]1[CH2:13][CH2:12][N:11]([C:14]2[N:19]=[C:18]([CH2:20][S:21]([C:24]3[CH:29]=[CH:28][CH:27]=[CH:26][CH:25]=3)(=[O:23])=[O:22])[C:17]([N+:30]([O-])=O)=[CH:16][CH:15]=2)[CH2:10][CH2:9]1)[C:2]1[CH:7]=[CH:6][CH:5]=[CH:4][CH:3]=1.[Sn].Cl.C([O-])(O)=O.[Na+], predict the reaction product. The product is: [NH2:30][C:17]1[C:18]([CH2:20][S:21]([C:24]2[CH:25]=[CH:26][CH:27]=[CH:28][CH:29]=2)(=[O:23])=[O:22])=[N:19][C:14]([N:11]2[CH2:10][CH2:9][N:8]([CH2:1][C:2]3[CH:3]=[CH:4][CH:5]=[CH:6][CH:7]=3)[CH2:13][CH2:12]2)=[CH:15][CH:16]=1.